Dataset: Experimentally validated miRNA-target interactions with 360,000+ pairs, plus equal number of negative samples. Task: Binary Classification. Given a miRNA mature sequence and a target amino acid sequence, predict their likelihood of interaction. (1) The miRNA is hsa-miR-135b-5p with sequence UAUGGCUUUUCAUUCCUAUGUGA. The protein sequence of the target gene is MPSLPQEGVIQGPSPLDLNTELPYQSTMKRKVRKKKKKGTITANVAGTKFEIVRLVIDEMGFMKTPDEDETSNLIWCDSAVQQEKISELQNYQRINHFPGMGEICRKDFLARNMTKMIKSRPLDYTFVPRTWIFPAEYTQFQNYVKELKKKRKQKTFIVKPANGAMGHGISLIRNGDKLPSQDHLIVQEYIEKPFLMEGYKFDLRIYILVTSCDPLKIFLYHDGLVRMGTEKYIPPNESNLTQLYMHLTNYSVNKHNEHFERDETENKGSKRSIKWFTEFLQANQHDVAKFWSDISELVV.... Result: 1 (interaction). (2) The miRNA is mmu-miR-6901-3p with sequence GACCUUCUGUGUUCUUGCAG. The protein sequence of the target gene is MAAMRWRWWQRLLPWRLLQARGFPQNSAPSLGLGARTYSQGDCSYSRTALYDLLGVPSTATQAQIKAAYYRQCFLYHPDRNSGSAEAAERFTRISQAYVVLGSATLRRKYDRGLLSDEDLRGPGVRPSRTPAPDPGSPRTPPPTSRTHDGSRASPGANRTMFNFDAFYQAHYGEQLERERRLRARREALRKRQEYRSMKGLRWEDTRDTAAIFLIFSIFIIIGFYI. Result: 0 (no interaction).